This data is from Reaction yield outcomes from USPTO patents with 853,638 reactions. The task is: Predict the reaction yield, written as a fraction of the theoretical maximum amount of product (1.0 means a 100% yield; for example, 0.34 means a 34% yield). (1) The reactants are Cl.[C:2]1([C@@H:8]2[CH2:10][C@H:9]2[NH2:11])[CH:7]=[CH:6][CH:5]=[CH:4][CH:3]=1.[N:12]1[CH:17]=[CH:16][CH:15]=[CH:14][C:13]=1[CH:18]=O.[BH-](OC(C)=O)(OC(C)=O)OC(C)=O.[Na+]. The catalyst is C(Cl)Cl.O. The product is [C:2]1([C@@H:8]2[CH2:10][C@H:9]2[NH:11][CH2:18][C:13]2[CH:14]=[CH:15][CH:16]=[CH:17][N:12]=2)[CH:7]=[CH:6][CH:5]=[CH:4][CH:3]=1. The yield is 0.240. (2) The reactants are C([N:14]1[CH2:17][CH:16]([O:18][CH:19]([C:27]2[CH:32]=[CH:31][C:30]([Cl:33])=[CH:29][CH:28]=2)[C:20]2[CH:25]=[CH:24][CH:23]=[CH:22][C:21]=2[CH3:26])[CH2:15]1)(C1C=CC=CC=1)C1C=CC=CC=1.Cl.ClC1C=CC=CC=1C(OC1CNC1)C1C=CC(Cl)=CC=1. The catalyst is C(OCC)C. The product is [ClH:33].[CH3:26][C:21]1[CH:22]=[CH:23][CH:24]=[CH:25][C:20]=1[CH:19]([O:18][CH:16]1[CH2:17][NH:14][CH2:15]1)[C:27]1[CH:28]=[CH:29][C:30]([Cl:33])=[CH:31][CH:32]=1. The yield is 0.720.